Dataset: Full USPTO retrosynthesis dataset with 1.9M reactions from patents (1976-2016). Task: Predict the reactants needed to synthesize the given product. Given the product [F:2][C:3]1[CH:8]=[CH:7][C:6]([C:9]2[CH2:14][CH2:13][N:12]([S:30]([N:25]3[CH:26]=[CH:27][N:28]=[C:24]3[CH3:23])(=[O:32])=[O:31])[CH2:11][CH:10]=2)=[CH:5][CH:4]=1, predict the reactants needed to synthesize it. The reactants are: Cl.[F:2][C:3]1[CH:8]=[CH:7][C:6]([C:9]2[CH2:10][CH2:11][NH:12][CH2:13][CH:14]=2)=[CH:5][CH:4]=1.FC(F)(F)S([O-])(=O)=O.[CH3:23][C:24]1[N:25]([S:30](N2C=CN=C2C)(=[O:32])=[O:31])[CH:26]=[CH:27][N+:28]=1C.C(#N)C.C(N(CC)CC)C.